From a dataset of Forward reaction prediction with 1.9M reactions from USPTO patents (1976-2016). Predict the product of the given reaction. (1) The product is: [OH:33][C@H:32]([C:23]1[CH:24]=[CH:25][C:26]2[C:27](=[O:31])[O:28][CH2:29][C:30]=2[C:22]=1[CH3:21])[CH2:34][N:18]1[CH2:19][CH2:20][CH:15]([CH:2]([OH:1])[CH2:3][C:4]2[CH:13]=[CH:12][C:7]3[C:8](=[O:11])[O:9][CH2:10][C:6]=3[C:5]=2[CH3:14])[CH2:16][CH2:17]1. Given the reactants [OH:1][CH:2]([CH:15]1[CH2:20][CH2:19][NH:18][CH2:17][CH2:16]1)[CH2:3][C:4]1[CH:13]=[CH:12][C:7]2[C:8](=[O:11])[O:9][CH2:10][C:6]=2[C:5]=1[CH3:14].[CH3:21][C:22]1[C:30]2[CH2:29][O:28][C:27](=[O:31])[C:26]=2[CH:25]=[CH:24][C:23]=1[C@@H:32]1[CH2:34][O:33]1, predict the reaction product. (2) Given the reactants F[C:2]1[N:7]=[C:6]([N:8]2[C:16]3[CH:15]=[C:14]([C:17]4[CH:18]=[N:19][CH:20]=[C:21]([CH:23]5[CH2:26][O:25][CH2:24]5)[CH:22]=4)[N:13]=[CH:12][C:11]=3[CH:10]=[N:9]2)[CH:5]=[CH:4][CH:3]=1.[NH:27]1[CH2:33][CH:32]([OH:34])[CH2:31][NH:30][CH2:29][CH2:28]1, predict the reaction product. The product is: [O:25]1[CH2:26][CH:23]([C:21]2[CH:22]=[C:17]([C:14]3[N:13]=[CH:12][C:11]4[CH:10]=[N:9][N:8]([C:6]5[N:7]=[C:2]([N:27]6[CH2:33][CH:32]([OH:34])[CH2:31][NH:30][CH2:29][CH2:28]6)[CH:3]=[CH:4][CH:5]=5)[C:16]=4[CH:15]=3)[CH:18]=[N:19][CH:20]=2)[CH2:24]1. (3) Given the reactants [N:1]1[CH:6]=[CH:5][CH:4]=[CH:3][CH:2]=1.CC12CC3(C45CC6(C)CC(C)(CC(C(Cl)=O)(C6)C4)C5)CC(C)(CC([C:34](Cl)=[O:35])(C3)C1)C2.[C:37]1(C#CC2C=C(C(Cl)=O)C=C(C=2)C(Cl)=O)C=CC=CC=1.C(Cl)(=O)C1C=CC=CC=1, predict the reaction product. The product is: [O:35]1[C:34]2[CH:2]=[CH:3][CH:4]=[CH:5][C:6]=2[N:1]=[CH:37]1. (4) Given the reactants [B:1]([Cl:4])([Cl:3])[Cl:2].ClCCl.[O:8]1[CH2:13][CH2:12][O:11][CH2:10][CH2:9]1, predict the reaction product. The product is: [O:8]1[CH2:13][CH2:12][O:11][CH2:10][CH2:9]1.[B:1]([Cl:4])([Cl:3])[Cl:2]. (5) Given the reactants [C:1]([C:5]1[CH:27]=[CH:26][C:8]([C:9]([NH:11][C:12]2[N:13]=[C:14]3[CH:19]=[CH:18][C:17]([C:20]4[CH:21]=[N:22][NH:23][CH:24]=4)=[CH:16][N:15]3[CH:25]=2)=[O:10])=[CH:7][CH:6]=1)([CH3:4])([CH3:3])[CH3:2].N1C=CC=CC=1.[C:34]1(B(O)O)[CH:39]=[CH:38][CH:37]=[CH:36][CH:35]=1, predict the reaction product. The product is: [C:1]([C:5]1[CH:27]=[CH:26][C:8]([C:9]([NH:11][C:12]2[N:13]=[C:14]3[CH:19]=[CH:18][C:17]([C:20]4[CH:21]=[N:22][N:23]([C:34]5[CH:39]=[CH:38][CH:37]=[CH:36][CH:35]=5)[CH:24]=4)=[CH:16][N:15]3[CH:25]=2)=[O:10])=[CH:7][CH:6]=1)([CH3:4])([CH3:2])[CH3:3]. (6) Given the reactants [O:1]1[CH2:5][CH2:4][O:3][CH:2]1[C:6]1[S:7][C:8]([CH:11]=[O:12])=[CH:9][N:10]=1.[C:13](O)(=O)CC(CC(O)=O)(C(O)=O)O, predict the reaction product. The product is: [O:3]1[CH2:4][CH2:5][O:1][CH:2]1[C:6]1[S:7][C:8]([CH:11]([OH:12])[CH3:13])=[CH:9][N:10]=1. (7) Given the reactants [Br:1][C:2]1[CH:7]=[CH:6][C:5]([NH:8][C:9]2[C:10]([F:23])=[C:11]3[N:21]=[CH:20][N:19]([CH3:22])[C:12]3=[N:13][C:14]=2[C:15]([NH:17][NH2:18])=[O:16])=[C:4]([F:24])[CH:3]=1.Br[C:26]#[N:27].C([O-])(O)=O.[Na+], predict the reaction product. The product is: [NH2:27][C:26]1[O:16][C:15]([C:14]2[N:13]=[C:12]3[N:19]([CH3:22])[CH:20]=[N:21][C:11]3=[C:10]([F:23])[C:9]=2[NH:8][C:5]2[CH:6]=[CH:7][C:2]([Br:1])=[CH:3][C:4]=2[F:24])=[N:17][N:18]=1. (8) Given the reactants S(Cl)(Cl)=[O:2].[N+:5]([C:8]1[CH:16]=[CH:15][CH:14]=[CH:13][C:9]=1C(O)=O)([O-:7])=[O:6].NC1C=[CH:25][C:21]([C:22]([NH2:24])=[O:23])=[CH:20][CH:19]=1.C([N:29]([CH2:32][CH3:33])[CH2:30]C)C, predict the reaction product. The product is: [NH2:24][C:22]([C:21]1[CH:25]=[CH:33][C:32]([NH:29][C:30](=[O:2])[C:15]2[CH:14]=[CH:13][CH:9]=[C:8]([N+:5]([O-:7])=[O:6])[CH:16]=2)=[CH:19][CH:20]=1)=[O:23].